This data is from Full USPTO retrosynthesis dataset with 1.9M reactions from patents (1976-2016). The task is: Predict the reactants needed to synthesize the given product. (1) Given the product [OH:37][C@H:34]([CH2:35][CH3:36])[CH2:33][NH:32][C:28]([C:26]1[NH:27][C:23]([C:8]2[CH:9]=[C:10]([O:12][Si:13]([CH:14]([CH3:15])[CH3:16])([CH:17]([CH3:19])[CH3:18])[CH:20]([CH3:21])[CH3:22])[CH:11]=[C:6]([O:5][C@@H:4]([CH3:31])[CH2:3][O:2][CH3:1])[CH:7]=2)=[CH:24][CH:25]=1)=[O:30], predict the reactants needed to synthesize it. The reactants are: [CH3:1][O:2][CH2:3][C@H:4]([CH3:31])[O:5][C:6]1[CH:7]=[C:8]([C:23]2[NH:27][C:26]([C:28]([OH:30])=O)=[CH:25][CH:24]=2)[CH:9]=[C:10]([O:12][Si:13]([CH:20]([CH3:22])[CH3:21])([CH:17]([CH3:19])[CH3:18])[CH:14]([CH3:16])[CH3:15])[CH:11]=1.[NH2:32][CH2:33][C@H:34]([OH:37])[CH2:35][CH3:36].CCN=C=NCCCN(C)C.Cl.[Cl-].[NH4+]. (2) Given the product [C:1]1([S:7]([N:10]2[C:14]3=[N:15][CH:16]=[CH:17][CH:18]=[C:13]3[CH:12]=[C:11]2[C:19]([C:21]2[CH:26]=[CH:25][C:24]([S:27][CH3:28])=[C:23]([C:29]([F:30])([F:32])[F:31])[CH:22]=2)=[O:20])(=[O:9])=[O:8])[CH:6]=[CH:5][CH:4]=[CH:3][CH:2]=1, predict the reactants needed to synthesize it. The reactants are: [C:1]1([S:7]([N:10]2[C:14]3=[N:15][CH:16]=[CH:17][CH:18]=[C:13]3[CH:12]=[C:11]2[CH:19]([C:21]2[CH:26]=[CH:25][C:24]([S:27][CH3:28])=[C:23]([C:29]([F:32])([F:31])[F:30])[CH:22]=2)[OH:20])(=[O:9])=[O:8])[CH:6]=[CH:5][CH:4]=[CH:3][CH:2]=1.CC(OI1(OC(C)=O)(OC(C)=O)OC(=O)C2C=CC=CC1=2)=O. (3) Given the product [NH2:1][C:2]1[N:7]=[C:6]([C:8]([O:10][CH3:11])=[O:9])[C:5]([Br:18])=[CH:4][CH:3]=1, predict the reactants needed to synthesize it. The reactants are: [NH2:1][C:2]1[N:7]=[C:6]([C:8]([O:10][CH3:11])=[O:9])[CH:5]=[CH:4][CH:3]=1.C(=O)([O-])[O-].[Na+].[Na+].[Br:18]Br. (4) Given the product [CH:9]1([NH:8][C:6](=[O:7])[C:5]2[CH:12]=[CH:13][C:2]([N:17]3[CH2:18][CH2:19][CH:20]([CH2:23][CH2:24][N:25]4[CH2:30][CH2:29][CH2:28][CH2:27][CH2:26]4)[CH2:21][CH2:22]3)=[C:3]([N+:14]([O-:16])=[O:15])[CH:4]=2)[CH2:11][CH2:10]1, predict the reactants needed to synthesize it. The reactants are: Cl[C:2]1[CH:13]=[CH:12][C:5]([C:6]([NH:8][CH:9]2[CH2:11][CH2:10]2)=[O:7])=[CH:4][C:3]=1[N+:14]([O-:16])=[O:15].[NH:17]1[CH2:22][CH2:21][CH:20]([CH2:23][CH2:24][N:25]2[CH2:30][CH2:29][CH2:28][CH2:27][CH2:26]2)[CH2:19][CH2:18]1. (5) Given the product [CH:8]1([CH:14]([NH:22][C:23]([C:25]2[CH:30]=[CH:29][C:28]([S:31]([CH3:34])(=[O:33])=[O:32])=[CH:27][C:26]=2[NH:35][C:36]([NH:38][C:39]2[C:44]([CH3:45])=[CH:43][C:42]([CH3:46])=[CH:41][C:40]=2[CH3:47])=[O:37])=[O:24])[C:15]([OH:17])=[O:16])[CH2:13][CH2:12][CH2:11][CH2:10][CH2:9]1, predict the reactants needed to synthesize it. The reactants are: FC(F)(F)C(O)=O.[CH:8]1([C@H:14]([NH:22][C:23]([C:25]2[CH:30]=[CH:29][C:28]([S:31]([CH3:34])(=[O:33])=[O:32])=[CH:27][C:26]=2[NH:35][C:36]([NH:38][C:39]2[C:44]([CH3:45])=[CH:43][C:42]([CH3:46])=[CH:41][C:40]=2[CH3:47])=[O:37])=[O:24])[C:15]([O:17]C(C)(C)C)=[O:16])[CH2:13][CH2:12][CH2:11][CH2:10][CH2:9]1. (6) Given the product [CH3:38][O:37][C:32]1[CH:33]=[C:34]2[C:29](=[CH:30][CH:31]=1)[C:28](=[O:39])[CH:27]([NH:26][C:16]([C:10]1[O:9][N:8]=[C:7]([C:1]3[CH:2]=[CH:3][CH:4]=[CH:5][CH:6]=3)[C:11]=1[C:12]([F:13])([F:14])[F:15])=[O:18])[CH2:36][CH2:35]2, predict the reactants needed to synthesize it. The reactants are: [C:1]1([C:7]2[C:11]([C:12]([F:15])([F:14])[F:13])=[C:10]([C:16]([OH:18])=O)[O:9][N:8]=2)[CH:6]=[CH:5][CH:4]=[CH:3][CH:2]=1.C(Cl)(=O)C(Cl)=O.Cl.[NH2:26][CH:27]1[CH2:36][CH2:35][C:34]2[C:29](=[CH:30][CH:31]=[C:32]([O:37][CH3:38])[CH:33]=2)[C:28]1=[O:39].C(N(C(C)C)CC)(C)C. (7) Given the product [CH2:1]([O:3][C:4](=[O:22])[C:5]([O:7][C:8]1[CH:13]=[C:12]([C:14]([F:16])([F:17])[F:15])[CH:11]=[C:10]([NH2:18])[CH:9]=1)([CH3:21])[CH3:6])[CH3:2], predict the reactants needed to synthesize it. The reactants are: [CH2:1]([O:3][C:4](=[O:22])[C:5]([CH3:21])([O:7][C:8]1[CH:13]=[C:12]([C:14]([F:17])([F:16])[F:15])[CH:11]=[C:10]([N+:18]([O-])=O)[CH:9]=1)[CH3:6])[CH3:2].